This data is from Full USPTO retrosynthesis dataset with 1.9M reactions from patents (1976-2016). The task is: Predict the reactants needed to synthesize the given product. Given the product [OH:13][C:14]1[C:19]([C:20]([F:21])([F:22])[F:23])=[C:18]([OH:24])[CH:17]=[CH:16][C:15]=1[C:32](=[O:37])[CH2:33][CH:34]([CH3:35])[CH3:36], predict the reactants needed to synthesize it. The reactants are: CS(O)(=O)=O.C([O:13][C:14]1[C:19]([C:20]([F:23])([F:22])[F:21])=[C:18]([O:24]CC2C=CC=CC=2)[CH:17]=[CH:16][C:15]=1[C:32](=[O:37])[CH2:33][CH:34]([CH3:36])[CH3:35])C1C=CC=CC=1.